Task: Predict the product of the given reaction.. Dataset: Forward reaction prediction with 1.9M reactions from USPTO patents (1976-2016) (1) The product is: [NH2:17][S:18]([C:21]1[CH:26]=[CH:25][C:24]([NH:27][C:28](=[O:31])[CH2:29][O:14][C:10]2[CH:11]=[CH:12][CH:13]=[C:8]([O:1][C:2]3[CH:3]=[CH:4][CH:5]=[CH:6][CH:7]=3)[CH:9]=2)=[C:23]([Cl:32])[CH:22]=1)(=[O:20])=[O:19]. Given the reactants [O:1]([C:8]1[CH:9]=[C:10]([OH:14])[CH:11]=[CH:12][CH:13]=1)[C:2]1[CH:7]=[CH:6][CH:5]=[CH:4][CH:3]=1.[H-].[Na+].[NH2:17][S:18]([C:21]1[CH:26]=[CH:25][C:24]([NH:27][C:28](=[O:31])[CH2:29]Br)=[C:23]([Cl:32])[CH:22]=1)(=[O:20])=[O:19], predict the reaction product. (2) Given the reactants [CH3:1][N:2]1[CH:6]=[CH:5][C:4]([NH2:7])=[N:3]1.[CH3:8][N:9]([CH3:34])[C:10]([C:12]1[N:17]=[CH:16][C:15]([O:18][C:19]2[C:24]3[CH:25]=[C:26]([CH3:28])[O:27][C:23]=3[CH:22]=[C:21]([C:29](OCC)=[O:30])[CH:20]=2)=[CH:14][N:13]=1)=[O:11], predict the reaction product. The product is: [CH3:34][N:9]([CH3:8])[C:10]([C:12]1[N:17]=[CH:16][C:15]([O:18][C:19]2[C:24]3[CH:25]=[C:26]([CH3:28])[O:27][C:23]=3[CH:22]=[C:21]([C:29](=[O:30])[NH:7][C:4]3[CH:5]=[CH:6][N:2]([CH3:1])[N:3]=3)[CH:20]=2)=[CH:14][N:13]=1)=[O:11]. (3) The product is: [NH2:25][CH2:24][CH:22]1[CH2:21][N:20]([C:18]([NH:17][C:10]2[CH:9]=[C:8]([C:5]3[CH:4]=[CH:3][C:2]([F:1])=[CH:7][CH:6]=3)[CH:13]=[CH:12][C:11]=2[N+:14]([O-:16])=[O:15])=[O:19])[CH2:23]1. Given the reactants [F:1][C:2]1[CH:7]=[CH:6][C:5]([C:8]2[CH:13]=[CH:12][C:11]([N+:14]([O-:16])=[O:15])=[C:10]([NH:17][C:18]([N:20]3[CH2:23][CH:22]([CH2:24][NH:25]C(=O)OC(C)(C)C)[CH2:21]3)=[O:19])[CH:9]=2)=[CH:4][CH:3]=1.C(O)(C(F)(F)F)=O, predict the reaction product. (4) Given the reactants C1C=CC(C2C=CC=CC=2)=CC=1.C1C=CC(OC2C=CC=CC=2)=CC=1.C(O[C:31](=[O:51])[CH:32]=[C:33]([NH:41][C:42]1[CH:47]=[CH:46][C:45]([N+:48]([O-:50])=[O:49])=[CH:44][CH:43]=1)[C:34]1[CH:39]=[CH:38][CH:37]=[C:36]([F:40])[CH:35]=1)CCC, predict the reaction product. The product is: [F:40][C:36]1[CH:35]=[C:34]([C:33]2[CH:32]=[C:31]([OH:51])[C:43]3[C:42](=[CH:47][CH:46]=[C:45]([N+:48]([O-:50])=[O:49])[CH:44]=3)[N:41]=2)[CH:39]=[CH:38][CH:37]=1. (5) Given the reactants [CH:1]([C:3]1[CH:18]=[CH:17][C:6]([O:7][C:8]2[CH:16]=[CH:15][C:11]([C:12]([NH2:14])=[O:13])=[CH:10][N:9]=2)=[CH:5][CH:4]=1)=O.[CH2:19]([N:26]1[CH2:30][CH2:29][C@@H:28]([NH2:31])[CH2:27]1)[C:20]1[CH:25]=[CH:24][CH:23]=[CH:22][CH:21]=1.[BH4-].[Na+], predict the reaction product. The product is: [CH2:19]([N:26]1[CH2:30][CH2:29][C@@H:28]([NH:31][CH2:1][C:3]2[CH:18]=[CH:17][C:6]([O:7][C:8]3[CH:16]=[CH:15][C:11]([C:12]([NH2:14])=[O:13])=[CH:10][N:9]=3)=[CH:5][CH:4]=2)[CH2:27]1)[C:20]1[CH:21]=[CH:22][CH:23]=[CH:24][CH:25]=1. (6) Given the reactants FC(F)(F)C(O)=O.[CH3:8][O:9][C:10](=[O:27])[CH2:11][CH:12]1[CH2:21][C:20]2[C:15](=[CH:16][C:17]([O:22][CH2:23][CH2:24][NH2:25])=[CH:18][CH:19]=2)[NH:14][C:13]1=[O:26].[N+]([O-])(O)=O.CC1([C:39]([NH2:41])=[NH:40])C=C(C)N=N1.C(N(C(C)C)CC)(C)C, predict the reaction product. The product is: [CH3:8][O:9][C:10](=[O:27])[CH2:11][CH:12]1[CH2:21][C:20]2[C:15](=[CH:16][C:17]([O:22][CH2:23][CH2:24][NH:25][C:39]([NH2:41])=[NH:40])=[CH:18][CH:19]=2)[NH:14][C:13]1=[O:26]. (7) Given the reactants [CH3:1][S:2]([C:5]1[CH:6]=[C:7]([C:11]2[N:19]3[C:14]([CH:15]=[N:16][C:17]([NH:20][C:21]4[CH:26]=[CH:25][C:24]([C:27]5[CH2:28][CH2:29][N:30]([CH2:33][C:34]([NH2:36])=[O:35])[CH2:31][CH:32]=5)=[C:23]([C:37]([F:40])([F:39])[F:38])[CH:22]=4)=[N:18]3)=[CH:13][CH:12]=2)[CH:8]=[CH:9][CH:10]=1)(=[O:4])=[O:3].CS(C1C=C(C2N3C(C=N[C:57]([OH:60])=N3)=CC=2)C=CC=1)(=O)=O.NC1C=CC(C2CCN(CC(N)=O)CC=2)=C([C:78]([F:81])([F:80])[F:79])C=1, predict the reaction product. The product is: [CH3:1][S:2]([C:5]1[CH:6]=[C:7]([C:11]2[N:19]3[C:14]([CH:15]=[N:16][C:17]([NH:20][C:21]4[CH:26]=[CH:25][C:24]([C:27]5[CH2:28][CH2:29][N:30]([CH2:33][C:34]([NH2:36])=[O:35])[CH2:31][CH:32]=5)=[C:23]([C:37]([F:39])([F:38])[F:40])[CH:22]=4)=[N:18]3)=[CH:13][CH:12]=2)[CH:8]=[CH:9][CH:10]=1)(=[O:3])=[O:4].[C:57]([OH:60])([C:78]([F:81])([F:80])[F:79])=[O:3].